From a dataset of Catalyst prediction with 721,799 reactions and 888 catalyst types from USPTO. Predict which catalyst facilitates the given reaction. (1) Reactant: [Br:1][C:2]1[CH:24]=[C:23]([N+:25]([O-])=O)[CH:22]=[C:21]([Br:28])[C:3]=1[O:4][C:5]1[CH:6]=[C:7]2[C:12](=[CH:13][CH:14]=1)[N:11]=[C:10]([CH2:15][NH:16][S:17]([CH3:20])(=[O:19])=[O:18])[CH:9]=[CH:8]2.O.[Sn](Cl)Cl.C(OCC)(=O)C. Product: [NH2:25][C:23]1[CH:24]=[C:2]([Br:1])[C:3]([O:4][C:5]2[CH:6]=[C:7]3[C:12](=[CH:13][CH:14]=2)[N:11]=[C:10]([CH2:15][NH:16][S:17]([CH3:20])(=[O:18])=[O:19])[CH:9]=[CH:8]3)=[C:21]([Br:28])[CH:22]=1. The catalyst class is: 8. (2) Reactant: C(Cl)Cl.Br[C:5]1[N:10]=[C:9]([NH:11][C:12]2[CH:16]=[C:15]([C@@H:17]3[CH2:19][C@H:18]3[CH3:20])[NH:14][N:13]=2)[C:8]([Cl:21])=[CH:7][N:6]=1.[C:22]([NH:26][S:27]([C:30]1[S:34][C:33](B(O)O)=[CH:32][CH:31]=1)(=[O:29])=[O:28])([CH3:25])([CH3:24])[CH3:23]. The catalyst class is: 75. Product: [C:22]([NH:26][S:27]([C:30]1[S:34][C:33]([C:5]2[N:10]=[C:9]([NH:11][C:12]3[CH:16]=[C:15]([C@@H:17]4[CH2:19][C@H:18]4[CH3:20])[NH:14][N:13]=3)[C:8]([Cl:21])=[CH:7][N:6]=2)=[CH:32][CH:31]=1)(=[O:28])=[O:29])([CH3:25])([CH3:23])[CH3:24].